Predict the reaction yield, written as a fraction of the theoretical maximum amount of product (1.0 means a 100% yield; for example, 0.34 means a 34% yield). From a dataset of Reaction yield outcomes from USPTO patents with 853,638 reactions. (1) The reactants are [F:1][C:2]1[C:10]([CH3:11])=[CH:9][C:8]([C:12]2[CH:17]=[CH:16][CH:15]=[C:14]([F:18])[CH:13]=2)=[CH:7][C:3]=1[C:4]([OH:6])=O.C(Cl)(C(Cl)=O)=O.[NH2:25][C:26]1[C:27]([CH3:34])=[C:28]([OH:33])[CH:29]=[CH:30][C:31]=1[CH3:32].C([O-])(O)=O.[Na+]. The catalyst is C(Cl)Cl.CN(C=O)C.C1COCC1.O. The product is [F:1][C:2]1[C:10]([CH3:11])=[CH:9][C:8]([C:12]2[CH:17]=[CH:16][CH:15]=[C:14]([F:18])[CH:13]=2)=[CH:7][C:3]=1[C:4]([NH:25][C:26]1[C:31]([CH3:32])=[CH:30][CH:29]=[C:28]([OH:33])[C:27]=1[CH3:34])=[O:6]. The yield is 0.340. (2) The reactants are [CH3:1][C@:2]12[C@@:19]3([CH3:20])[C@@H:10]([C@:11]4([CH3:24])[C@@H:16]([CH2:17][CH2:18]3)[C:15]([CH3:22])([CH3:21])[C:14](=[O:23])[CH2:13][CH2:12]4)[CH2:9][CH2:8][C@@H:7]1[C@H:6]1[C@H:25]([C:28]([CH3:30])=[CH2:29])[CH2:26][CH2:27][C@:5]1([NH:31][C:32](=[O:38])[O:33][C:34]([CH3:37])([CH3:36])[CH3:35])[CH2:4][CH2:3]2.C[Si]([N-][Si](C)(C)C)(C)C.[K+].[F:49][C:50]([F:69])([F:68])[S:51](N(C1C=CC=CC=1)[S:51]([C:50]([F:69])([F:68])[F:49])(=[O:53])=[O:52])(=[O:53])=[O:52]. The catalyst is C1COCC1. The product is [F:49][C:50]([F:69])([F:68])[S:51]([O:23][C:14]1[C:15]([CH3:21])([CH3:22])[C@H:16]2[C@:11]([CH3:24])([CH2:12][CH:13]=1)[C@@H:10]1[C@:19]([CH3:20])([C@@:2]3([CH3:1])[C@H:7]([CH2:8][CH2:9]1)[C@H:6]1[C@H:25]([C:28]([CH3:30])=[CH2:29])[CH2:26][CH2:27][C@:5]1([NH:31][C:32]([O:33][C:34]([CH3:37])([CH3:36])[CH3:35])=[O:38])[CH2:4][CH2:3]3)[CH2:18][CH2:17]2)(=[O:53])=[O:52]. The yield is 0.119. (3) The reactants are C[O:2][C:3](=[O:23])[C@@H:4]([OH:22])[C@H:5]([NH:14][C:15]([O:17][C:18]([CH3:21])([CH3:20])[CH3:19])=[O:16])[CH2:6][C:7]1[CH:12]=[CH:11][CH:10]=[C:9]([F:13])[CH:8]=1.[OH-].[Na+].CO. The catalyst is O1CCOCC1. The product is [C:18]([O:17][C:15]([NH:14][C@H:5]([CH2:6][C:7]1[CH:12]=[CH:11][CH:10]=[C:9]([F:13])[CH:8]=1)[C@H:4]([OH:22])[C:3]([OH:23])=[O:2])=[O:16])([CH3:21])([CH3:19])[CH3:20]. The yield is 0.970. (4) The reactants are [N+]([C:4]1[CH:9]=[CH:8][CH:7]=[C:6]([N+:10]([O-:12])=[O:11])[CH:5]=1)([O-])=O.[Cl:13][C:14]1[CH:19]=[CH:18][C:17]([OH:20])=[CH:16][C:15]=1[CH2:21][CH3:22].C(=O)([O-])[O-].[Cs+].[Cs+]. The catalyst is CS(C)=O. The product is [Cl:13][C:14]1[CH:19]=[CH:18][C:17]([O:20][C:4]2[CH:5]=[C:6]([N+:10]([O-:12])=[O:11])[CH:7]=[CH:8][CH:9]=2)=[CH:16][C:15]=1[CH2:21][CH3:22]. The yield is 0.780. (5) The reactants are [Br:1][C:2]1[O:6][C:5]2[CH:7]=[C:8](Br)[S:9][C:4]=2[CH:3]=1.[C:11]([O:15][C:16]([N:18]1[C:22]([Sn](CCCC)(CCCC)CCCC)=[CH:21][N:20]=[C:19]1[C@@H:36]1[CH2:40][CH2:39][CH2:38][N:37]1[C:41]([O:43][C:44]([CH3:47])([CH3:46])[CH3:45])=[O:42])=[O:17])([CH3:14])([CH3:13])[CH3:12].C(OC(N1CCC[C@H]1C1NC(C2SC3C=C(C4C=CC(C5NC([C@@H]6CCCN6C(=O)[C@@H](NC(OC)=O)C(C)C)=NC=5)=CC=4)SC=3C=2)=CN=1)=O)(C)(C)C. No catalyst specified. The product is [C:11]([O:15][C:16]([N:18]1[CH:22]=[C:21]([C:8]2[S:9][C:4]3[CH:3]=[C:2]([Br:1])[O:6][C:5]=3[CH:7]=2)[N:20]=[C:19]1[C@@H:36]1[CH2:40][CH2:39][CH2:38][N:37]1[C:41]([O:43][C:44]([CH3:47])([CH3:46])[CH3:45])=[O:42])=[O:17])([CH3:14])([CH3:13])[CH3:12]. The yield is 0.160. (6) The yield is 0.946. The catalyst is CN(C=O)C. The product is [Br:1][C:2]1[CH:12]=[CH:11][C:5]([O:6][CH2:7][C:8]([NH:14][C:15]2[CH:16]=[C:17]([CH:21]=[CH:22][CH:23]=2)[C:18]([NH2:20])=[O:19])=[O:10])=[C:4]([Cl:13])[CH:3]=1. The reactants are [Br:1][C:2]1[CH:12]=[CH:11][C:5]([O:6][CH2:7][C:8]([OH:10])=O)=[C:4]([Cl:13])[CH:3]=1.[NH2:14][C:15]1[CH:16]=[C:17]([CH:21]=[CH:22][CH:23]=1)[C:18]([NH2:20])=[O:19].Cl.CN(C)CCCN=C=NCC.ON1C2C=CC=CC=2N=N1.C(N(CC)C(C)C)(C)C. (7) The reactants are [N:1]1[C:10]2[C:5](=[CH:6][C:7]([CH2:11][N:12]3[C:16]4=[N:17][C:18](/[C:21](=[N:23]/[O:24][CH2:25][C:26]([O:28]C)=O)/[CH3:22])=[CH:19][N:20]=[C:15]4[N:14]=[N:13]3)=[CH:8][CH:9]=2)[CH:4]=[CH:3][CH:2]=1.[NH3:30]. No catalyst specified. The product is [N:1]1[C:10]2[C:5](=[CH:6][C:7]([CH2:11][N:12]3[C:16]4=[N:17][C:18](/[C:21](=[N:23]/[O:24][CH2:25][C:26]([NH2:30])=[O:28])/[CH3:22])=[CH:19][N:20]=[C:15]4[N:14]=[N:13]3)=[CH:8][CH:9]=2)[CH:4]=[CH:3][CH:2]=1. The yield is 0.160. (8) The reactants are [CH:1]([C:4]1[C:8]([CH2:9][CH2:10][CH2:11][O:12][C:13]2[C:18]([O:19][CH3:20])=[CH:17][CH:16]=[CH:15][C:14]=2[CH2:21][C:22]([O:24]C)=[O:23])=[CH:7][N:6]([C:26]2[CH:31]=[C:30]([C:32]([F:35])([F:34])[F:33])[CH:29]=[CH:28][N:27]=2)[N:5]=1)([CH3:3])[CH3:2].[OH-].[Na+].O1CCCC1.Cl. The catalyst is CO. The product is [CH:1]([C:4]1[C:8]([CH2:9][CH2:10][CH2:11][O:12][C:13]2[C:18]([O:19][CH3:20])=[CH:17][CH:16]=[CH:15][C:14]=2[CH2:21][C:22]([OH:24])=[O:23])=[CH:7][N:6]([C:26]2[CH:31]=[C:30]([C:32]([F:33])([F:35])[F:34])[CH:29]=[CH:28][N:27]=2)[N:5]=1)([CH3:3])[CH3:2]. The yield is 0.860. (9) The reactants are [CH3:1][N:2]1[C:10]2[N:9]=[CH:8][N:7]([CH3:11])[C:6]=2[C:5](=[O:12])[NH:4][C:3]1=[O:13].Cl[CH2:15][CH2:16][CH2:17][CH2:18][CH:19]1[CH2:23][O:22][C:21]([CH3:25])([CH3:24])[O:20]1.C([O-])([O-])=O.[K+].[K+]. The catalyst is CN(C=O)C.C(Cl)Cl. The product is [CH3:24][C:21]1([CH3:25])[O:20][CH:19]([CH2:18][CH2:17][CH2:16][CH2:15][N:4]2[C:5](=[O:12])[C:6]3[N:7]([CH3:11])[CH:8]=[N:9][C:10]=3[N:2]([CH3:1])[C:3]2=[O:13])[CH2:23][O:22]1. The yield is 0.660.